This data is from Forward reaction prediction with 1.9M reactions from USPTO patents (1976-2016). The task is: Predict the product of the given reaction. (1) Given the reactants [C:1]([O:5][C:6](=[O:28])[NH:7][C:8]1[O:9][CH2:10][C@@:11]2([N:27]=1)[C:20]1([CH2:23][O:22][CH2:21]1)[C:19]([CH3:25])([CH3:24])[O:18][C:17]1[C:12]2=[CH:13][C:14]([NH2:26])=[CH:15][CH:16]=1)([CH3:4])([CH3:3])[CH3:2].[Cl:29][C:30]1[CH:31]=[CH:32][C:33]([C:36](O)=[O:37])=[N:34][CH:35]=1.Cl.CN(C)CCCN=C=NCC.ON1C2C=CC=CC=2N=N1.C(N(CC)C(C)C)(C)C, predict the reaction product. The product is: [C:1]([O:5][C:6](=[O:28])[NH:7][C:8]1[O:9][CH2:10][C@@:11]2([N:27]=1)[C:20]1([CH2:23][O:22][CH2:21]1)[C:19]([CH3:25])([CH3:24])[O:18][C:17]1[C:12]2=[CH:13][C:14]([NH:26][C:36]([C:33]2[CH:32]=[CH:31][C:30]([Cl:29])=[CH:35][N:34]=2)=[O:37])=[CH:15][CH:16]=1)([CH3:4])([CH3:2])[CH3:3]. (2) Given the reactants [CH2:1]([O:3][C:4](=[O:41])[CH2:5][CH2:6][CH2:7][O:8][C:9]1[CH:14]=[CH:13][CH:12]=[C:11]([CH2:15][CH2:16][CH2:17][CH2:18][CH2:19][CH2:20][O:21][C:22]2[CH:27]=[C:26]([S:28]([CH2:31][CH3:32])(=[O:30])=[O:29])[CH:25]=[C:24](Br)[CH:23]=2)[C:10]=1[CH2:34][CH2:35][C:36]([O:38][CH2:39][CH3:40])=[O:37])[CH3:2].[C:42](=[O:45])([O-])[O-:43].[Cs+].[Cs+], predict the reaction product. The product is: [CH2:1]([O:3][C:4](=[O:41])[CH2:5][CH2:6][CH2:7][O:8][C:9]1[CH:14]=[CH:13][CH:12]=[C:11]([CH2:15][CH2:16][CH2:17][CH2:18][CH2:19][CH2:20][O:21][C:22]2[CH:27]=[C:26]([S:28]([CH2:31][CH3:32])(=[O:30])=[O:29])[CH:25]=[C:24]([C:9]3[CH:14]=[CH:13][C:12]4[O:43][CH2:42][O:45][C:11]=4[CH:10]=3)[CH:23]=2)[C:10]=1[CH2:34][CH2:35][C:36]([O:38][CH2:39][CH3:40])=[O:37])[CH3:2]. (3) Given the reactants [NH:1]([C:21]([O:23][C:24]([CH3:27])([CH3:26])[CH3:25])=[O:22])[C@H:2](C(O)=O)[CH2:3][CH2:4][CH2:5][CH2:6][NH:7][C:8]([O:10][CH2:11][C:12]1[CH:17]=[CH:16][CH:15]=[CH:14][CH:13]=1)=[O:9].O.[OH:29][C:30]1C2N=NNC=2C=CC=1.C(N(CC)CC)C.CCN=C=NCCCN(C)C.[NH2:57][CH2:58][C:59]1[CH:64]=[CH:63][CH:62]=[CH:61][N:60]=1, predict the reaction product. The product is: [C:24]([O:23][C:21]([NH:1][CH2:2][CH2:3][CH2:4][CH2:5][C@H:6]([NH:7][C:8](=[O:9])[O:10][CH2:11][C:12]1[CH:13]=[CH:14][CH:15]=[CH:16][CH:17]=1)[C:30](=[O:29])[NH:57][CH2:58][C:59]1[CH:64]=[CH:63][CH:62]=[CH:61][N:60]=1)=[O:22])([CH3:25])([CH3:26])[CH3:27]. (4) Given the reactants Cl.Cl.[NH2:3][CH2:4][CH2:5][N:6]1[C:14]2[C:13]([NH:15][C:16]3[CH:21]=[CH:20][C:19]([O:22][C:23]4[CH:28]=[CH:27][CH:26]=[C:25]([O:29][C:30]([F:33])([F:32])[F:31])[CH:24]=4)=[C:18]([Cl:34])[CH:17]=3)=[N:12][CH:11]=[N:10][C:9]=2[CH:8]=[CH:7]1.[CH3:35][S:36]([CH2:39][C:40](O)=[O:41])(=[O:38])=[O:37].Cl.C(N=C=NCCCN(C)C)C.O.ON1C2C=CC=CC=2N=N1, predict the reaction product. The product is: [Cl:34][C:18]1[CH:17]=[C:16]([NH:15][C:13]2[C:14]3[N:6]([CH2:5][CH2:4][NH:3][C:40](=[O:41])[CH2:39][S:36]([CH3:35])(=[O:38])=[O:37])[CH:7]=[CH:8][C:9]=3[N:10]=[CH:11][N:12]=2)[CH:21]=[CH:20][C:19]=1[O:22][C:23]1[CH:28]=[CH:27][CH:26]=[C:25]([O:29][C:30]([F:33])([F:32])[F:31])[CH:24]=1. (5) Given the reactants [CH3:1][N:2]([CH3:49])[CH2:3][C:4]([N:6]1[C:14]2[C:9](=[CH:10][C:11]([O:46][CH3:47])=[C:12]([NH:15][C:16]3[N:17]=[C:18]([NH:35][C:36]4[CH:44]=[CH:43][CH:42]=[C:41]([F:45])[C:37]=4[C:38]([NH2:40])=[O:39])[C:19]4[CH:24]=[CH:23][N:22](S(C5C=CC(C)=CC=5)(=O)=O)[C:20]=4[N:21]=3)[CH:13]=2)[CH2:8][C@@H:7]1[CH3:48])=[O:5].[OH-].[Na+].[Na+].[Cl-], predict the reaction product. The product is: [CH3:1][N:2]([CH3:49])[CH2:3][C:4]([N:6]1[C:14]2[C:9](=[CH:10][C:11]([O:46][CH3:47])=[C:12]([NH:15][C:16]3[NH:21][C:20]4=[N:22][CH:23]=[CH:24][C:19]4=[C:18]([NH:35][C:36]4[CH:44]=[CH:43][CH:42]=[C:41]([F:45])[C:37]=4[C:38]([NH2:40])=[O:39])[N:17]=3)[CH:13]=2)[CH2:8][C@@H:7]1[CH3:48])=[O:5]. (6) Given the reactants CO[CH:3]=[C:4]([C:11]([O:13][CH3:14])=[O:12])[CH:5]=[CH:6][C:7]([O:9]C)=O.[CH3:15][N:16]([CH3:24])[C:17]1[CH:23]=[CH:22][C:20]([NH2:21])=[CH:19][CH:18]=1, predict the reaction product. The product is: [CH3:15][N:16]([CH3:24])[C:17]1[CH:23]=[CH:22][C:20]([N:21]2[C:7](=[O:9])[CH:6]=[CH:5][C:4]([C:11]([O:13][CH3:14])=[O:12])=[CH:3]2)=[CH:19][CH:18]=1. (7) Given the reactants [N:1]1[CH:6]=[CH:5][C:4]([C:7]2[C:15]3[C:10](=[CH:11][CH:12]=[C:13]([N:16]4[CH:20]=[CH:19][C:18]([CH:21]5[CH2:26][CH2:25][CH2:24][N:23]([C:27]([O:29][C:30]([CH3:33])([CH3:32])[CH3:31])=[O:28])[CH2:22]5)=[N:17]4)[CH:14]=3)[N:9](C(C3C=CC=CC=3)(C3C=CC=CC=3)C3C=CC=CC=3)[N:8]=2)=[CH:3][CH:2]=1.C([SiH](CC)CC)C.FC(F)(F)C(O)=O, predict the reaction product. The product is: [N:1]1[CH:2]=[CH:3][C:4]([C:7]2[C:15]3[C:10](=[CH:11][CH:12]=[C:13]([N:16]4[CH:20]=[CH:19][C:18]([CH:21]5[CH2:26][CH2:25][CH2:24][N:23]([C:27]([O:29][C:30]([CH3:33])([CH3:32])[CH3:31])=[O:28])[CH2:22]5)=[N:17]4)[CH:14]=3)[NH:9][N:8]=2)=[CH:5][CH:6]=1. (8) Given the reactants [OH:1][C:2]1[CH:11]=[C:10]([CH3:12])[C:5]2[NH:6][C:7](=[O:9])[O:8][C:4]=2[CH:3]=1.[NH2:13][C:14]1[N:19]=[C:18](Cl)[CH:17]=[C:16]([Cl:21])[N:15]=1.C(=O)([O-])[O-].[K+].[K+].O, predict the reaction product. The product is: [NH2:13][C:14]1[N:19]=[C:18]([O:1][C:2]2[CH:11]=[C:10]([CH3:12])[C:5]3[NH:6][C:7](=[O:9])[O:8][C:4]=3[CH:3]=2)[CH:17]=[C:16]([Cl:21])[N:15]=1. (9) Given the reactants [C:1]([C:5]1[O:9][N:8]=[C:7]([NH:10][C:11]([NH:13][C:14]2[CH:19]=[CH:18][CH:17]=[C:16]([C:20]#[CH:21])[CH:15]=2)=[O:12])[CH:6]=1)([CH3:4])([CH3:3])[CH3:2].Br[C:23]1[N:28]=[N:27][C:26]([NH2:29])=[CH:25][CH:24]=1, predict the reaction product. The product is: [NH2:29][C:26]1[N:27]=[N:28][C:23]([C:21]#[C:20][C:16]2[CH:15]=[C:14]([NH:13][C:11]([NH:10][C:7]3[CH:6]=[C:5]([C:1]([CH3:4])([CH3:3])[CH3:2])[O:9][N:8]=3)=[O:12])[CH:19]=[CH:18][CH:17]=2)=[CH:24][CH:25]=1. (10) Given the reactants [NH2:1][C:2]1[N:7]=[C:6]([C:8]2[NH:12][C:11]([C:13]3[CH:18]=[C:17]([Cl:19])[CH:16]=[CH:15][C:14]=3[CH2:20][CH3:21])=[C:10]([C:22]([O:24]CC)=[O:23])[CH:9]=2)[C:5]([Br:27])=[CH:4][N:3]=1.[OH-].[K+].CCO, predict the reaction product. The product is: [NH2:1][C:2]1[N:7]=[C:6]([C:8]2[NH:12][C:11]([C:13]3[CH:18]=[C:17]([Cl:19])[CH:16]=[CH:15][C:14]=3[CH2:20][CH3:21])=[C:10]([C:22]([OH:24])=[O:23])[CH:9]=2)[C:5]([Br:27])=[CH:4][N:3]=1.